Dataset: NCI-60 drug combinations with 297,098 pairs across 59 cell lines. Task: Regression. Given two drug SMILES strings and cell line genomic features, predict the synergy score measuring deviation from expected non-interaction effect. (1) Drug 1: CCC1=CC2CC(C3=C(CN(C2)C1)C4=CC=CC=C4N3)(C5=C(C=C6C(=C5)C78CCN9C7C(C=CC9)(C(C(C8N6C)(C(=O)OC)O)OC(=O)C)CC)OC)C(=O)OC.C(C(C(=O)O)O)(C(=O)O)O. Drug 2: CC1CCC2CC(C(=CC=CC=CC(CC(C(=O)C(C(C(=CC(C(=O)CC(OC(=O)C3CCCCN3C(=O)C(=O)C1(O2)O)C(C)CC4CCC(C(C4)OC)O)C)C)O)OC)C)C)C)OC. Cell line: OVCAR3. Synergy scores: CSS=62.9, Synergy_ZIP=-7.16, Synergy_Bliss=-5.66, Synergy_Loewe=-3.57, Synergy_HSA=-1.96. (2) Cell line: SK-OV-3. Drug 2: C1=CC(=C(C=C1I)F)NC2=C(C=CC(=C2F)F)C(=O)NOCC(CO)O. Synergy scores: CSS=23.9, Synergy_ZIP=-4.30, Synergy_Bliss=-2.52, Synergy_Loewe=3.04, Synergy_HSA=3.57. Drug 1: CS(=O)(=O)CCNCC1=CC=C(O1)C2=CC3=C(C=C2)N=CN=C3NC4=CC(=C(C=C4)OCC5=CC(=CC=C5)F)Cl. (3) Drug 1: C1=CN(C(=O)N=C1N)C2C(C(C(O2)CO)O)O.Cl. Drug 2: CS(=O)(=O)OCCCCOS(=O)(=O)C. Cell line: SF-295. Synergy scores: CSS=-3.75, Synergy_ZIP=1.58, Synergy_Bliss=0.642, Synergy_Loewe=-5.29, Synergy_HSA=-4.76. (4) Drug 1: CCCS(=O)(=O)NC1=C(C(=C(C=C1)F)C(=O)C2=CNC3=C2C=C(C=N3)C4=CC=C(C=C4)Cl)F. Drug 2: CC(C)CN1C=NC2=C1C3=CC=CC=C3N=C2N. Cell line: LOX IMVI. Synergy scores: CSS=30.3, Synergy_ZIP=-0.863, Synergy_Bliss=-2.25, Synergy_Loewe=-6.57, Synergy_HSA=-1.06.